From a dataset of Full USPTO retrosynthesis dataset with 1.9M reactions from patents (1976-2016). Predict the reactants needed to synthesize the given product. (1) Given the product [Cl:1][C:2]1[CH:7]=[CH:6][C:5]([C:8]2[N:19]=[C:20]([NH2:22])[S:21][C:9]=2[C:10]2[CH:15]=[CH:14][C:13]([CH2:16][CH3:17])=[CH:12][CH:11]=2)=[CH:4][CH:3]=1, predict the reactants needed to synthesize it. The reactants are: [Cl:1][C:2]1[CH:7]=[CH:6][C:5]([C:8](=O)[CH2:9][C:10]2[CH:15]=[CH:14][C:13]([CH2:16][CH3:17])=[CH:12][CH:11]=2)=[CH:4][CH:3]=1.[NH2:19][C:20]([NH2:22])=[S:21].II.[OH-].[Na+]. (2) Given the product [CH2:24]([N:4]1[C:5]2[C:10](=[CH:9][CH:8]=[CH:7][CH:6]=2)[NH:11][C:2](=[O:1])[C@H:3]1[CH2:12][C:13]([O:15][CH3:16])=[O:14])[C:25]1[CH:30]=[CH:29][CH:28]=[CH:27][CH:26]=1, predict the reactants needed to synthesize it. The reactants are: [O:1]=[C:2]1[NH:11][C:10]2[C:5](=[CH:6][CH:7]=[CH:8][CH:9]=2)[NH:4][C@@H:3]1[CH2:12][C:13]([O:15][CH3:16])=[O:14].C([O-])([O-])=O.[Cs+].[Cs+].Br[CH2:24][C:25]1[CH:30]=[CH:29][CH:28]=[CH:27][CH:26]=1.C([O-])(O)=O.[Na+]. (3) Given the product [C:7]1([C@@H:13]2[CH2:14][C@H:1]2[C:2]([Cl:4])=[O:3])[CH:12]=[CH:11][CH:10]=[CH:9][CH:8]=1, predict the reactants needed to synthesize it. The reactants are: [C:1](Cl)(=O)[C:2]([Cl:4])=[O:3].[C:7]1([C@@H:13]2C[C@H:14]2C(O)=O)[CH:12]=[CH:11][CH:10]=[CH:9][CH:8]=1. (4) Given the product [CH3:25][C:23]1[N:24]=[C:20]([NH:19][C:17]([N:14]2[C@@H:15]3[CH2:16][N:11]([CH2:10][C@H:9]3[OH:8])[C:12]3[CH:30]=[CH:29][C:28]([C:31]4[CH:36]=[CH:35][CH:34]=[C:33]([C:37]([F:40])([F:39])[F:38])[CH:32]=4)=[N:27][C:13]2=3)=[O:18])[S:21][C:22]=1[CH3:26], predict the reactants needed to synthesize it. The reactants are: [Si]([O:8][C@H:9]1[C@H:15]2[CH2:16][N:11]([C:12]3[CH:30]=[CH:29][C:28]([C:31]4[CH:36]=[CH:35][CH:34]=[C:33]([C:37]([F:40])([F:39])[F:38])[CH:32]=4)=[N:27][C:13]=3[N:14]2[C:17]([NH:19][C:20]2[S:21][C:22]([CH3:26])=[C:23]([CH3:25])[N:24]=2)=[O:18])[CH2:10]1)(C(C)(C)C)(C)C.CCCC[N+](CCCC)(CCCC)CCCC.[F-].C1COCC1.O.CCOC(C)=O. (5) Given the product [NH2:34][C:33]1[C:28]2[C:27](=[N:32][CH:31]=[CH:30][N:29]=2)[S:21][C:20]=1[C:19]([C:14]1[CH:13]=[C:12]([NH:11][C:9](=[O:10])[C:8]2[CH:23]=[CH:24][CH:25]=[C:6]([C:3]([C:1]#[N:2])([CH3:4])[CH3:5])[CH:7]=2)[CH:17]=[CH:16][C:15]=1[CH3:18])=[O:22], predict the reactants needed to synthesize it. The reactants are: [C:1]([C:3]([C:6]1[CH:7]=[C:8]([CH:23]=[CH:24][CH:25]=1)[C:9]([NH:11][C:12]1[CH:17]=[CH:16][C:15]([CH3:18])=[C:14]([C:19](=[O:22])[CH2:20][SH:21])[CH:13]=1)=[O:10])([CH3:5])[CH3:4])#[N:2].Cl[C:27]1[C:28]([C:33]#[N:34])=[N:29][CH:30]=[CH:31][N:32]=1.C(=O)([O-])[O-].[Na+].[Na+]. (6) Given the product [C:1]([Si:5]([CH3:19])([CH3:18])[O:6][C:7]1[CH:8]=[C:9]2[C:13](=[CH:14][CH:15]=1)[N:12]([CH3:16])[N:11]=[C:10]2[Sn:29]([CH2:31][CH2:32][CH2:33][CH3:34])([CH2:35][CH2:36][CH2:37][CH3:38])[CH2:25][CH2:26][CH2:27][CH3:28])([CH3:4])([CH3:3])[CH3:2], predict the reactants needed to synthesize it. The reactants are: [C:1]([Si:5]([CH3:19])([CH3:18])[O:6][C:7]1[CH:8]=[C:9]2[C:13](=[CH:14][CH:15]=1)[N:12]([CH3:16])[N:11]=[C:10]2I)([CH3:4])([CH3:3])[CH3:2].C([Mg]Cl)(C)C.[CH2:25]([Sn:29]([CH2:35][CH2:36][CH2:37][CH3:38])([CH2:31][CH2:32][CH2:33][CH3:34])Cl)[CH2:26][CH2:27][CH3:28]. (7) Given the product [CH3:23][NH:24][C:2]1[C:7]([CH:8]=[O:9])=[CH:6][N:5]=[C:4]2[NH:10][CH:11]=[CH:12][C:3]=12, predict the reactants needed to synthesize it. The reactants are: Cl[C:2]1[C:7]([CH:8]=[O:9])=[CH:6][N:5]=[C:4]2[N:10]([Si](C(C)C)(C(C)C)C(C)C)[CH:11]=[CH:12][C:3]=12.[CH3:23][NH2:24]. (8) Given the product [F:1][C:2]1[CH:3]=[C:4]2[C:9](=[CH:10][CH:11]=1)[CH:8]=[C:7]([C:12]([Cl:17])=[O:14])[CH:6]=[CH:5]2, predict the reactants needed to synthesize it. The reactants are: [F:1][C:2]1[CH:3]=[C:4]2[C:9](=[CH:10][CH:11]=1)[CH:8]=[C:7]([C:12]([OH:14])=O)[CH:6]=[CH:5]2.S(Cl)([Cl:17])=O.